The task is: Predict which catalyst facilitates the given reaction.. This data is from Catalyst prediction with 721,799 reactions and 888 catalyst types from USPTO. (1) Reactant: CO[C:3]([C:5]1([N:13]([O:26][CH:27]2[CH2:31][CH2:30][CH2:29][O:28]2)[C:14](=[O:25])[CH2:15][C:16]2[C:21]([CH3:22])=[CH:20][C:19]([CH3:23])=[CH:18][C:17]=2[CH3:24])[CH2:10][CH2:9][N:8]([O:11][CH3:12])[CH2:7][CH2:6]1)=[O:4].C[O-].[Na+].[Cl-].[NH4+]. Product: [OH:4][C:3]1[C:5]2([CH2:6][CH2:7][N:8]([O:11][CH3:12])[CH2:9][CH2:10]2)[N:13]([O:26][CH:27]2[CH2:31][CH2:30][CH2:29][O:28]2)[C:14](=[O:25])[C:15]=1[C:16]1[C:21]([CH3:22])=[CH:20][C:19]([CH3:23])=[CH:18][C:17]=1[CH3:24]. The catalyst class is: 9. (2) Reactant: [CH:1]([O:4][C:5]([N:7]1[CH2:12][CH2:11][CH:10]([CH:13]([O:15][C:16]2[CH:21]=[CH:20][C:19](Br)=[CH:18][N:17]=2)[CH3:14])[CH2:9][CH2:8]1)=[O:6])([CH3:3])[CH3:2].C([O-])(=O)C.[K+].[B:28]1([B:28]2[O:32][C:31]([CH3:34])([CH3:33])[C:30]([CH3:36])([CH3:35])[O:29]2)[O:32][C:31]([CH3:34])([CH3:33])[C:30]([CH3:36])([CH3:35])[O:29]1. Product: [CH:1]([O:4][C:5]([N:7]1[CH2:12][CH2:11][CH:10]([CH:13]([O:15][C:16]2[CH:21]=[CH:20][C:19]([B:28]3[O:32][C:31]([CH3:34])([CH3:33])[C:30]([CH3:36])([CH3:35])[O:29]3)=[CH:18][N:17]=2)[CH3:14])[CH2:9][CH2:8]1)=[O:6])([CH3:3])[CH3:2]. The catalyst class is: 12. (3) Reactant: CC([NH:4][C:5]12[CH2:14][C:12]3([CH3:15])[CH2:13][CH:7]([CH2:8][C:9]([CH3:16])([CH2:11]3)[CH2:10]1)[CH2:6]2)=O.C(O)CCC.[OH-].[Na+]. Product: [CH3:16][C:9]12[CH2:10][C:5]3([NH2:4])[CH2:6][CH:7]([CH2:13][C:12]([CH3:15])([CH2:14]3)[CH2:11]1)[CH2:8]2. The catalyst class is: 6. (4) Reactant: [Cl:1][C:2]1[CH:7]=[CH:6][C:5]([C:8]2[CH:9]=[N:10][CH:11]=[C:12]3[C:17]=2[N:16]=[C:15]([C:18]([OH:20])=O)[CH:14]=[CH:13]3)=[CH:4][CH:3]=1.[CH:21]([N:24](CC)C(C)C)([CH3:23])[CH3:22].F[P-](F)(F)(F)(F)F.N1(OC(N(C)C)=[N+](C)C)C2N=CC=CC=2N=N1.CC(N)C. Product: [Cl:1][C:2]1[CH:3]=[CH:4][C:5]([C:8]2[CH:9]=[N:10][CH:11]=[C:12]3[C:17]=2[N:16]=[C:15]([C:18]([NH:24][CH:21]([CH3:23])[CH3:22])=[O:20])[CH:14]=[CH:13]3)=[CH:6][CH:7]=1. The catalyst class is: 9. (5) Reactant: [F:1][C:2]1[CH:3]=[C:4]([CH:6]=[CH:7][C:8]=1[O:9][C:10]1[C:19]2[C:14](=[CH:15][C:16]([O:22][CH2:23][CH2:24][CH2:25][N:26]3[CH2:31][CH2:30][O:29][CH2:28][CH2:27]3)=[C:17]([O:20][CH3:21])[CH:18]=2)[N:13]=[CH:12][CH:11]=1)[NH2:5].[N:32]1[CH:37]=[CH:36][CH:35]=[CH:34][C:33]=1[CH2:38][C:39](O)=[O:40].Cl.C(N=C=NCCCN(C)C)C.N1(O)C2C=CC=CC=2N=N1.C(N(C(C)C)C(C)C)C. Product: [O:29]1[CH2:30][CH2:31][N:26]([CH2:25][CH2:24][CH2:23][O:22][C:16]2[CH:15]=[C:14]3[C:19]([C:10]([O:9][C:8]4[CH:7]=[CH:6][C:4]([NH:5][C:39](=[O:40])[CH2:38][C:33]5[CH:34]=[CH:35][CH:36]=[CH:37][N:32]=5)=[CH:3][C:2]=4[F:1])=[CH:11][CH:12]=[N:13]3)=[CH:18][C:17]=2[O:20][CH3:21])[CH2:27][CH2:28]1. The catalyst class is: 20. (6) Reactant: [F:1][C:2]1([F:19])[CH2:7][CH2:6][CH:5]([CH:8]=[CH:9][C:10]([C:12]2([C:15]([F:18])([F:17])[F:16])[CH2:14][CH2:13]2)=[O:11])[CH2:4][CH2:3]1. Product: [F:1][C:2]1([F:19])[CH2:3][CH2:4][CH:5]([CH2:8][CH2:9][C:10]([C:12]2([C:15]([F:16])([F:17])[F:18])[CH2:13][CH2:14]2)=[O:11])[CH2:6][CH2:7]1. The catalyst class is: 29. (7) Reactant: [Cl:1][C:2]1[CH:3]=[C:4]([C:9]2([C:26]([F:29])([F:28])[F:27])[O:13][N:12]=[C:11]([C:14]3[N:15]4[C:19]([C:20]([C:23]([OH:25])=O)=[CH:21][CH:22]=3)=[CH:18][CH:17]=[CH:16]4)[CH2:10]2)[CH:5]=[C:6]([Cl:8])[CH:7]=1.CN(C(ON1N=NC2C=CC=NC1=2)=[N+](C)C)C.F[P-](F)(F)(F)(F)F.CCN(C(C)C)C(C)C.Cl.[NH2:64][CH2:65][CH2:66][C:67]1[CH:68]=[CH:69][C:70]2[C:74]([CH3:76])([CH3:75])[O:73][B:72]([OH:77])[C:71]=2[CH:78]=1. Product: [Cl:8][C:6]1[CH:5]=[C:4]([C:9]2([C:26]([F:28])([F:27])[F:29])[O:13][N:12]=[C:11]([C:14]3[N:15]4[C:19]([C:20]([C:23]([NH:64][CH2:65][CH2:66][C:67]5[CH:68]=[CH:69][C:70]6[C:74]([CH3:75])([CH3:76])[O:73][B:72]([OH:77])[C:71]=6[CH:78]=5)=[O:25])=[CH:21][CH:22]=3)=[CH:18][CH:17]=[CH:16]4)[CH2:10]2)[CH:3]=[C:2]([Cl:1])[CH:7]=1. The catalyst class is: 18. (8) Reactant: [C:1]([N:5]1[CH2:10][CH2:9][CH:8]([C:11]([O:13][CH2:14][CH3:15])=[O:12])[C:7](=[O:16])[CH2:6]1)([CH3:4])([CH3:3])[CH3:2].C(N(C(C)C)CC)(C)C.[S:26](O[S:26]([C:29]([F:32])([F:31])[F:30])(=[O:28])=[O:27])([C:29]([F:32])([F:31])[F:30])(=[O:28])=[O:27]. Product: [C:1]([N:5]1[CH2:6][C:7]([O:16][S:26]([C:29]([F:32])([F:31])[F:30])(=[O:28])=[O:27])=[C:8]([C:11]([O:13][CH2:14][CH3:15])=[O:12])[CH2:9][CH2:10]1)([CH3:4])([CH3:3])[CH3:2]. The catalyst class is: 2.